Task: Predict which catalyst facilitates the given reaction.. Dataset: Catalyst prediction with 721,799 reactions and 888 catalyst types from USPTO (1) Reactant: [CH3:1][O:2][N:3]=[C:4]1[N:8]([CH:9]2[CH2:14][CH2:13][NH:12][CH2:11][CH2:10]2)[C@H:7]([C:15]2[CH:20]=[CH:19][CH:18]=[CH:17][CH:16]=2)[CH2:6][O:5]1.[CH3:21][O:22][C:23](=[O:40])[C:24]1[CH:29]=[CH:28][C:27]([O:30][C:31]2[CH:36]=[CH:35][C:34]([CH:37]=O)=[C:33]([CH3:39])[N:32]=2)=[CH:26][CH:25]=1.[BH-](OC(C)=O)(OC(C)=O)OC(C)=O.[Na+]. Product: [CH3:21][O:22][C:23](=[O:40])[C:24]1[CH:29]=[CH:28][C:27]([O:30][C:31]2[CH:36]=[CH:35][C:34]([CH2:37][N:12]3[CH2:11][CH2:10][CH:9]([N:8]4[C@H:7]([C:15]5[CH:20]=[CH:19][CH:18]=[CH:17][CH:16]=5)[CH2:6][O:5][C:4]4=[N:3][O:2][CH3:1])[CH2:14][CH2:13]3)=[C:33]([CH3:39])[N:32]=2)=[CH:26][CH:25]=1. The catalyst class is: 2. (2) Reactant: [NH2:1][C:2]1[C:3]([NH:17][CH3:18])=[C:4]([C:15]#[N:16])[C:5]([C:8]2[CH:13]=[CH:12][CH:11]=[CH:10][C:9]=2Cl)=[CH:6][CH:7]=1.[ClH:19].[CH3:20][C:21](O)=O. Product: [Cl:19][C:9]1[CH:10]=[CH:11][CH:12]=[CH:13][C:8]=1[C:5]1[CH:6]=[CH:7][C:2]2[N:1]=[C:20]([CH3:21])[N:17]([CH3:18])[C:3]=2[C:4]=1[C:15]#[N:16]. The catalyst class is: 6. (3) The catalyst class is: 7. Reactant: [F-].C([N+](CCCC)(CCCC)CCCC)CCC.[CH3:19][O:20][C:21]1[CH:26]=[C:25]([Si](C)(C)C)[N:24]2[N:31]=[C:32]([C:45]3[CH:50]=[CH:49][CH:48]=[CH:47][CH:46]=3)[C:33]([CH2:34][C:35]3[N:40]=[C:39]([C:41]([O:43][CH3:44])=[O:42])[CH:38]=[CH:37][CH:36]=3)=[C:23]2[CH:22]=1.[Cl-].[NH4+]. Product: [CH3:19][O:20][C:21]1[CH:26]=[CH:25][N:24]2[N:31]=[C:32]([C:45]3[CH:50]=[CH:49][CH:48]=[CH:47][CH:46]=3)[C:33]([CH2:34][C:35]3[N:40]=[C:39]([C:41]([O:43][CH3:44])=[O:42])[CH:38]=[CH:37][CH:36]=3)=[C:23]2[CH:22]=1. (4) Reactant: C1(C(C2C=CC=CC=2)[N:8]2[C:16]3[C:11](=[CH:12][CH:13]=[CH:14][CH:15]=3)[C:10]3([C:20]4[CH:21]=[C:22]5[C:27](=[CH:28][C:19]=4[O:18][CH2:17]3)[O:26][CH2:25][CH2:24][CH2:23]5)[C:9]2=[O:29])C=CC=CC=1.C([SiH](CC)CC)C. Product: [NH:8]1[C:16]2[C:11](=[CH:12][CH:13]=[CH:14][CH:15]=2)[C:10]2([C:20]3[CH:21]=[C:22]4[C:27](=[CH:28][C:19]=3[O:18][CH2:17]2)[O:26][CH2:25][CH2:24][CH2:23]4)[C:9]1=[O:29]. The catalyst class is: 574. (5) Reactant: [NH:1]([C:8]1[CH:17]=[N:16][C:15]2[C:10](=[CH:11][CH:12]=[C:13]([OH:18])[CH:14]=2)[N:9]=1)[C:2]1[CH:7]=[CH:6][CH:5]=[CH:4][CH:3]=1.O[C@H:20]1[CH2:24][CH2:23][O:22][CH2:21]1.C1(P(C2C=CC=CC=2)C2C=CC=CC=2)C=CC=CC=1.CCOC(/N=N/C(OCC)=O)=O. Product: [C:2]1([NH:1][C:8]2[CH:17]=[N:16][C:15]3[C:10](=[CH:11][CH:12]=[C:13]([O:18][C@@H:20]4[CH2:24][CH2:23][O:22][CH2:21]4)[CH:14]=3)[N:9]=2)[CH:3]=[CH:4][CH:5]=[CH:6][CH:7]=1. The catalyst class is: 1. (6) Reactant: O.[OH-].[Li+].[F:4][C:5]1[CH:10]=[CH:9][CH:8]=[CH:7][C:6]=1[N:11]1[C:15]([C:16]2[N:17]=[CH:18][N:19]([C:21]3[CH:30]=[CH:29][C:24]([C:25]([O:27]C)=[O:26])=[CH:23][N:22]=3)[CH:20]=2)=[C:14]([CH3:31])[N:13]=[N:12]1. Product: [F:4][C:5]1[CH:10]=[CH:9][CH:8]=[CH:7][C:6]=1[N:11]1[C:15]([C:16]2[N:17]=[CH:18][N:19]([C:21]3[CH:30]=[CH:29][C:24]([C:25]([OH:27])=[O:26])=[CH:23][N:22]=3)[CH:20]=2)=[C:14]([CH3:31])[N:13]=[N:12]1. The catalyst class is: 776. (7) Reactant: [C:1]([O:5][C:6](=[O:26])[C:7]([S:10][C:11]1[S:12][CH:13]=[C:14]([CH2:16][CH2:17][NH:18][CH2:19][CH2:20][CH2:21][CH2:22][CH2:23][CH2:24][CH3:25])[N:15]=1)([CH3:9])[CH3:8])([CH3:4])([CH3:3])[CH3:2].[CH2:27]=[C:28]1[O:32][C:30](=[O:31])[CH2:29]1. Product: [C:1]([O:5][C:6](=[O:26])[C:7]([S:10][C:11]1[S:12][CH:13]=[C:14]([CH2:16][CH2:17][N:18]([C:30](=[O:31])[CH2:29][C:28]([CH3:27])=[O:32])[CH2:19][CH2:20][CH2:21][CH2:22][CH2:23][CH2:24][CH3:25])[N:15]=1)([CH3:9])[CH3:8])([CH3:4])([CH3:3])[CH3:2]. The catalyst class is: 42. (8) Reactant: [Cl:1][CH2:2][CH2:3][CH2:4][N:5]1[CH2:9][CH2:8][CH2:7][CH2:6]1. Product: [Cl-:1].[CH2:2]1[N+:5]2([CH2:9][CH2:8][CH2:7][CH2:6]2)[CH2:4][CH2:3]1. The catalyst class is: 6. (9) Reactant: [F:1][C:2]([F:28])([F:27])[C:3]1[CH:4]=[C:5]([CH:20]=[C:21]([C:23]([F:26])([F:25])[F:24])[CH:22]=1)[CH2:6][NH:7][CH2:8][C:9]1[CH:14]=[C:13]([C:15]([F:18])([F:17])[F:16])[CH:12]=[CH:11][C:10]=1[Br:19].C([O-])(=O)C.[Na+].[N:34]#[C:35]Br.O. Product: [Br:19][C:10]1[CH:11]=[CH:12][C:13]([C:15]([F:16])([F:17])[F:18])=[CH:14][C:9]=1[CH2:8][N:7]([CH2:6][C:5]1[CH:20]=[C:21]([C:23]([F:26])([F:25])[F:24])[CH:22]=[C:3]([C:2]([F:27])([F:1])[F:28])[CH:4]=1)[C:35]#[N:34]. The catalyst class is: 8. (10) Reactant: [NH:1]1[C:9]2[C:4](=[CH:5][C:6]([NH:10][C:11]3[CH:20]=[CH:19][C:18]([Cl:21])=[CH:17][C:12]=3[C:13]([O:15][CH3:16])=[O:14])=[CH:7][CH:8]=2)[CH:3]=[CH:2]1.CC(C)([O-])C.[K+].Br[CH2:29][C:30]1[CH:31]=[C:32]([CH:41]=[CH:42][CH:43]=1)[O:33][Si:34]([C:37]([CH3:40])([CH3:39])[CH3:38])([CH3:36])[CH3:35].Cl. Product: [Si:34]([O:33][C:32]1[CH:31]=[C:30]([CH:43]=[CH:42][CH:41]=1)[CH2:29][N:1]1[C:9]2[C:4](=[CH:5][C:6]([NH:10][C:11]3[CH:20]=[CH:19][C:18]([Cl:21])=[CH:17][C:12]=3[C:13]([O:15][CH3:16])=[O:14])=[CH:7][CH:8]=2)[CH:3]=[CH:2]1)([C:37]([CH3:40])([CH3:39])[CH3:38])([CH3:36])[CH3:35]. The catalyst class is: 675.